This data is from Catalyst prediction with 721,799 reactions and 888 catalyst types from USPTO. The task is: Predict which catalyst facilitates the given reaction. (1) Reactant: [C:1]([O:5][C:6]([N:8]1[CH2:13][CH2:12][N:11]([C:14]2[CH:22]=[CH:21][C:17]([C:18](O)=[O:19])=[CH:16][CH:15]=2)[CH2:10][CH2:9]1)=[O:7])([CH3:4])([CH3:3])[CH3:2].B.C1COCC1.CO. Product: [OH:19][CH2:18][C:17]1[CH:16]=[CH:15][C:14]([N:11]2[CH2:10][CH2:9][N:8]([C:6]([O:5][C:1]([CH3:4])([CH3:3])[CH3:2])=[O:7])[CH2:13][CH2:12]2)=[CH:22][CH:21]=1. The catalyst class is: 1. (2) Product: [O:82]=[C:77]1[CH:78]=[CH:79][C:80](=[O:81])[N:76]1[CH2:75][CH2:74][C:73]([NH:72][CH2:71][CH2:70][O:69][CH2:68][CH2:67][O:66][CH2:65][CH2:64][O:63][CH2:62][CH2:61][O:60][CH2:59][CH2:58][O:57][CH2:56][CH2:55][O:54][CH2:53][CH2:52][O:51][CH2:50][CH2:49][O:48][CH2:47][CH2:46][C:45]([NH:1][CH2:2][CH2:3][CH2:4][O:5][C:6]1[CH:7]=[CH:8][C:9]([NH:12][C:13](=[O:36])[C@@H:14]([NH:19][C:20](=[O:35])[CH2:21][NH:22][C:23](=[O:34])[C:24]2[CH:29]=[CH:28][CH:27]=[C:26]([NH:30][C:31]([NH2:33])=[NH:32])[CH:25]=2)[CH2:15][C:16]([OH:18])=[O:17])=[CH:10][CH:11]=1)=[O:44])=[O:83]. Reactant: [NH2:1][CH2:2][CH2:3][CH2:4][O:5][C:6]1[CH:11]=[CH:10][C:9]([NH:12][C:13](=[O:36])[C@@H:14]([NH:19][C:20](=[O:35])[CH2:21][NH:22][C:23](=[O:34])[C:24]2[CH:29]=[CH:28][CH:27]=[C:26]([NH:30][C:31]([NH2:33])=[NH:32])[CH:25]=2)[CH2:15][C:16]([OH:18])=[O:17])=[CH:8][CH:7]=1.O=C1CCC(=O)N1[O:44][C:45](=O)[CH2:46][CH2:47][O:48][CH2:49][CH2:50][O:51][CH2:52][CH2:53][O:54][CH2:55][CH2:56][O:57][CH2:58][CH2:59][O:60][CH2:61][CH2:62][O:63][CH2:64][CH2:65][O:66][CH2:67][CH2:68][O:69][CH2:70][CH2:71][NH:72][C:73](=[O:83])[CH2:74][CH2:75][N:76]1[C:80](=[O:81])[CH:79]=[CH:78][C:77]1=[O:82].CCN(C(C)C)C(C)C. The catalyst class is: 16.